From a dataset of Peptide-MHC class I binding affinity with 185,985 pairs from IEDB/IMGT. Regression. Given a peptide amino acid sequence and an MHC pseudo amino acid sequence, predict their binding affinity value. This is MHC class I binding data. (1) The binding affinity (normalized) is 0.345. The peptide sequence is SVDVDIYDA. The MHC is HLA-A02:02 with pseudo-sequence HLA-A02:02. (2) The peptide sequence is HHTKIDSMF. The MHC is Mamu-B17 with pseudo-sequence Mamu-B17. The binding affinity (normalized) is 0.367. (3) The peptide sequence is ELCEDTITY. The MHC is HLA-A26:01 with pseudo-sequence HLA-A26:01. The binding affinity (normalized) is 0.388. (4) The peptide sequence is GESNIVIGI. The MHC is HLA-B44:03 with pseudo-sequence HLA-B44:03. The binding affinity (normalized) is 0.835. (5) The peptide sequence is RRRTPKKA. The MHC is Mamu-B03 with pseudo-sequence Mamu-B03. The binding affinity (normalized) is 0.613.